This data is from Full USPTO retrosynthesis dataset with 1.9M reactions from patents (1976-2016). The task is: Predict the reactants needed to synthesize the given product. (1) Given the product [NH:17]1[CH:16]=[CH:21][N:20]=[C:9]1[NH:12][C:13]([C:15]1[C:16]2[N:17]=[CH:18][CH:19]=[N:20][C:21]=2[C:22]([C:25]2[CH:30]=[CH:29][CH:28]=[CH:27][C:26]=2[F:31])=[CH:23][CH:24]=1)=[O:14], predict the reactants needed to synthesize it. The reactants are: CN(C)CCOC1C=C[C:9]([NH:12][C:13]([C:15]2[C:16]3[N:17]=[CH:18][CH:19]=[N:20][C:21]=3[C:22]([C:25]3[CH:30]=[CH:29][CH:28]=[CH:27][C:26]=3[F:31])=[CH:23][CH:24]=2)=[O:14])=CC=1. (2) Given the product [F:16][C:11]1[CH:10]=[C:9]([N:5]2[CH2:4][C@H:3]([CH2:2][NH:1][C:17](=[O:19])[CH3:18])[O:7][C:6]2=[O:8])[CH:14]=[CH:13][C:12]=1[I:15], predict the reactants needed to synthesize it. The reactants are: [NH2:1][CH2:2][C@@H:3]1[O:7][C:6](=[O:8])[N:5]([C:9]2[CH:14]=[CH:13][C:12]([I:15])=[C:11]([F:16])[CH:10]=2)[CH2:4]1.[C:17](OC(=O)C)(=[O:19])[CH3:18]. (3) Given the product [CH3:1][C:2]([C:21]1[N:26]=[CH:25][C:24]([OH:27])=[CH:23][CH:22]=1)([C:6]1[CH:7]=[CH:8][C:9]([C:61]2[N:62]=[N:63][C:64]([C:67]([F:70])([F:69])[F:68])=[CH:65][CH:66]=2)=[CH:10][CH:11]=1)[CH:3]([CH3:4])[CH3:5], predict the reactants needed to synthesize it. The reactants are: [CH3:1][C:2]([C:21]1[N:26]=[CH:25][C:24]([OH:27])=[CH:23][CH:22]=1)([C:6]1[CH:11]=[CH:10][C:9](B2OC(C)(C)C(C)(C)O2)=[CH:8][CH:7]=1)[CH:3]([CH3:5])[CH3:4].ClC1N=NC(C2C=CC(C(C)(C3C=CC(OCC4C=CC=CN=4)=CN=3)C(C)C)=CC=2)=CC=1.Cl[C:61]1[N:62]=[N:63][C:64]([C:67]([F:70])([F:69])[F:68])=[CH:65][CH:66]=1.CC(C1C=CC(OCC2C=CC=CN=2)=CN=1)(C1C=CC(B2OC(C)(C)C(C)(C)O2)=CC=1)C(C)C.ClC1N=NC(Cl)=CC=1. (4) Given the product [CH3:70][C:71]([CH3:76])=[CH:72][C:73]([O:9][C@@H:10]1[CH2:15][C@@H:14]([CH2:16][CH2:17][C:18]2[CH:19]=[CH:20][CH:21]=[CH:22][CH:23]=2)[O:13][C@@:12]([O:24][CH3:25])([C@@H:26]2[CH2:30][S:29][C:28](=[O:31])[N:27]2[CH2:32][C:33]2[CH:38]=[CH:37][C:36]([O:39][CH3:40])=[CH:35][CH:34]=2)[CH2:11]1)=[O:74], predict the reactants needed to synthesize it. The reactants are: [O-]S(C(F)(F)F)(=O)=O.[OH:9][C@H:10]1[CH2:15][C@@H:14]([CH2:16][CH2:17][C:18]2[CH:23]=[CH:22][CH:21]=[CH:20][CH:19]=2)[O:13][C@:12]([C@@H:26]2[CH2:30][S:29][C:28](=[O:31])[N:27]2[CH2:32][C:33]2[CH:38]=[CH:37][C:36]([O:39][CH3:40])=[CH:35][CH:34]=2)([O:24][CH3:25])[CH2:11]1.O[C@H]1C[C@@H](CCCC=C)O[C@]([C@@H]2CSC(=O)N2CC2C=CC(OC)=CC=2)(OC)C1.[CH3:70][C:71]([CH3:76])=[CH:72][C:73](O)=[O:74].C/C(/CCC=C)=C/C(O)=O. (5) Given the product [CH2:1]([C:3]1[N:7]([C:8]2[N:16]=[C:15]3[C:11]([N:12]=[C:13]([CH2:18][N:37]4[CH2:36][CH2:35][N:34]([CH:32]5[CH2:33][O:30][CH2:31]5)[CH2:41][C:38]54[CH2:39][CH2:40]5)[N:14]3[CH3:17])=[C:10]([N:20]3[CH2:25][CH2:24][O:23][CH2:22][CH2:21]3)[N:9]=2)[C:6]2[CH:26]=[CH:27][CH:28]=[CH:29][C:5]=2[N:4]=1)[CH3:2], predict the reactants needed to synthesize it. The reactants are: [CH2:1]([C:3]1[N:7]([C:8]2[N:16]=[C:15]3[C:11]([N:12]=[C:13]([CH:18]=O)[N:14]3[CH3:17])=[C:10]([N:20]3[CH2:25][CH2:24][O:23][CH2:22][CH2:21]3)[N:9]=2)[C:6]2[CH:26]=[CH:27][CH:28]=[CH:29][C:5]=2[N:4]=1)[CH3:2].[O:30]1[CH2:33][CH:32]([N:34]2[CH2:41][C:38]3([CH2:40][CH2:39]3)[NH:37][CH2:36][CH2:35]2)[CH2:31]1.C(O[BH-](OC(=O)C)OC(=O)C)(=O)C.[Na+].